From a dataset of Reaction yield outcomes from USPTO patents with 853,638 reactions. Predict the reaction yield, written as a fraction of the theoretical maximum amount of product (1.0 means a 100% yield; for example, 0.34 means a 34% yield). (1) The reactants are [C:1]([O:5][C:6]([N:8]1[CH2:34][CH2:33][C:11]2([N:15]([C:16]3[CH:21]=[CH:20][CH:19]=[CH:18][CH:17]=3)[CH2:14][N:13]([CH2:22][C:23]3[CH:24]=[C:25]([CH:29]=[CH:30][CH:31]=3)[C:26]([OH:28])=[O:27])[C:12]2=[O:32])[CH2:10][CH2:9]1)=[O:7])([CH3:4])([CH3:3])[CH3:2].C1(N=C=NC2CCCCC2)CCCCC1.[CH3:50][N:51]([CH3:55])[CH2:52][CH2:53]O. The catalyst is CN(C)C1C=CN=CC=1.ClCCl. The product is [CH3:50][N:51]([CH3:55])[CH2:52][CH2:53][O:27][C:26]([C:25]1[CH:24]=[C:23]([CH:31]=[CH:30][CH:29]=1)[CH2:22][N:13]1[C:12](=[O:32])[C:11]2([CH2:33][CH2:34][N:8]([C:6]([O:5][C:1]([CH3:4])([CH3:2])[CH3:3])=[O:7])[CH2:9][CH2:10]2)[N:15]([C:16]2[CH:21]=[CH:20][CH:19]=[CH:18][CH:17]=2)[CH2:14]1)=[O:28]. The yield is 0.430. (2) The reactants are O1CCCCC1OC1CCCCO1.[CH3:14][C:15]1([CH3:52])[S:20][CH2:19][CH2:18][N:17]([S:21]([C:24]2[CH:29]=[CH:28][C:27]([O:30][CH2:31][C:32]#[C:33][CH2:34][CH2:35][CH2:36][CH2:37][O:38]C3CCCCO3)=[CH:26][CH:25]=2)(=[O:23])=[O:22])[C@H:16]1[C:45]([O:47][C:48]([CH3:51])([CH3:50])[CH3:49])=[O:46]. No catalyst specified. The product is [OH:38][CH2:37][CH2:36][CH2:35][CH2:34][C:33]#[C:32][CH2:31][O:30][C:27]1[CH:28]=[CH:29][C:24]([S:21]([N:17]2[CH2:18][CH2:19][S:20][C:15]([CH3:52])([CH3:14])[C@@H:16]2[C:45]([O:47][C:48]([CH3:51])([CH3:50])[CH3:49])=[O:46])(=[O:23])=[O:22])=[CH:25][CH:26]=1. The yield is 0.840. (3) The reactants are [CH3:1][O:2][C:3]1[CH:4]=[C:5]2[C:10](=[CH:11][C:12]=1[O:13][CH3:14])[N:9]=[CH:8][CH:7]=[C:6]2[O:15][C:16]1[N:21]=[CH:20][C:19]([NH2:22])=[CH:18][CH:17]=1.[C:23]1([CH2:29][C:30]([N:32]=[C:33]=[S:34])=[O:31])[CH:28]=[CH:27][CH:26]=[CH:25][CH:24]=1. The catalyst is CCOC(C)=O.CO. The product is [CH3:1][O:2][C:3]1[CH:4]=[C:5]2[C:10](=[CH:11][C:12]=1[O:13][CH3:14])[N:9]=[CH:8][CH:7]=[C:6]2[O:15][C:16]1[N:21]=[CH:20][C:19]([NH:22][C:33]([NH:32][C:30](=[O:31])[CH2:29][C:23]2[CH:24]=[CH:25][CH:26]=[CH:27][CH:28]=2)=[S:34])=[CH:18][CH:17]=1. The yield is 0.297. (4) The reactants are [CH:1]1([C@H:7]2[CH2:12][C@@H:11]([C:13]3[O:17][NH:16][C:15](=[O:18])[CH:14]=3)[CH2:10][CH2:9][N:8]2C(OC)=O)[CH2:6][CH2:5][CH2:4][CH2:3][CH2:2]1. The catalyst is Br. The product is [CH:1]1([C@H:7]2[CH2:12][C@@H:11]([C:13]3[O:17][NH:16][C:15](=[O:18])[CH:14]=3)[CH2:10][CH2:9][NH:8]2)[CH2:2][CH2:3][CH2:4][CH2:5][CH2:6]1. The yield is 0.660.